Dataset: Forward reaction prediction with 1.9M reactions from USPTO patents (1976-2016). Task: Predict the product of the given reaction. (1) Given the reactants [C:1]([CH:3]=[C:4]([NH:13][C:14](=O)[O:15]CC)[C:5]1[CH:10]=[CH:9][C:8]([Cl:11])=[CH:7][C:6]=1[Cl:12])#[N:2].[F:19][C:20]([F:26])([F:25])[C:21]([NH:23][NH2:24])=O.O.C(OCC)(=O)C, predict the reaction product. The product is: [Cl:12][C:6]1[CH:7]=[C:8]([Cl:11])[CH:9]=[CH:10][C:5]=1[C:4]1[N:13]=[C:14]([OH:15])[N:24]2[N:23]=[C:21]([C:20]([F:26])([F:25])[F:19])[N:2]=[C:1]2[CH:3]=1. (2) Given the reactants [CH3:1][O:2][C:3]1[CH:8]=[CH:7][CH:6]=[C:5]([O:9][CH3:10])[N:4]=1.[Li]CCCC.[C:16]([O:20][C:21]([N:23]1[CH2:28][CH2:27][C:26](=[C:29](Br)[C:30]2[CH:35]=[CH:34][CH:33]=[CH:32][CH:31]=2)[CH2:25][CH2:24]1)=[O:22])([CH3:19])([CH3:18])[CH3:17], predict the reaction product. The product is: [C:16]([O:20][C:21]([N:23]1[CH2:24][CH2:25][C:26](=[C:29]([C:30]2[CH:31]=[CH:32][CH:33]=[CH:34][CH:35]=2)[C:8]2[C:3]([O:2][CH3:1])=[N:4][C:5]([O:9][CH3:10])=[CH:6][CH:7]=2)[CH2:27][CH2:28]1)=[O:22])([CH3:19])([CH3:17])[CH3:18]. (3) Given the reactants [CH2:1]([OH:8])[C:2]1[CH:7]=[CH:6][CH:5]=[CH:4][CH:3]=1.[H-].[Na+].[CH2:11]([O:18][CH2:19][N:20]1[C:25](=[O:26])[C:24](Br)=[N:23][N:22]([CH2:28][C:29]([F:37])([F:36])[C:30]2[CH:35]=[CH:34][CH:33]=[CH:32][CH:31]=2)[C:21]1=[O:38])[C:12]1[CH:17]=[CH:16][CH:15]=[CH:14][CH:13]=1, predict the reaction product. The product is: [CH2:1]([O:8][C:24]1[C:25](=[O:26])[N:20]([CH2:19][O:18][CH2:11][C:12]2[CH:17]=[CH:16][CH:15]=[CH:14][CH:13]=2)[C:21](=[O:38])[N:22]([CH2:28][C:29]([F:36])([F:37])[C:30]2[CH:31]=[CH:32][CH:33]=[CH:34][CH:35]=2)[N:23]=1)[C:2]1[CH:7]=[CH:6][CH:5]=[CH:4][CH:3]=1. (4) Given the reactants [CH2:1]([C@@:3]12[CH2:13][CH2:12][C:11](=[O:14])[CH2:10][C@@H:9]1[CH2:8][CH2:7][CH2:6][C:5]1[CH:15]=[C:16]([O:19][S:20]([C:23]([F:26])([F:25])[F:24])(=[O:22])=[O:21])[CH:17]=[CH:18][C:4]2=1)[CH3:2].C([C@]12CC[C:37](=[O:40])[CH2:36][C@H]1CCCC1C=C(OS(C(F)(F)F)(=O)=O)C=CC2=1)C.C(O)CO.CC1C=CC(S(O)(=O)=O)=CC=1.C([O-])(O)=O.[Na+], predict the reaction product. The product is: [F:25][C:23]([F:26])([F:24])[S:20]([O:19][C:16]1[CH:17]=[CH:18][C:4]2[C:3]3([CH2:1][CH3:2])[CH2:13][CH2:12][C:11]4([O:40][CH2:37][CH2:36][O:14]4)[CH2:10][CH:9]3[CH2:8][CH2:7][CH2:6][C:5]=2[CH:15]=1)(=[O:21])=[O:22]. (5) Given the reactants [CH2:1]([NH:3][C@@H:4]1[CH2:8][CH2:7][N:6]([C:9]2[C:14]([C:15]([O:17][CH:18]([CH3:20])[CH3:19])=[O:16])=[CH:13][CH:12]=[CH:11][N:10]=2)[CH2:5]1)[CH3:2].C(=O)([O-])[O-].[K+].[K+].Br[CH2:28][C:29]1[CH:34]=[CH:33][C:32]([CH2:35][N:36]([CH2:47][CH3:48])[C@@H:37]2[CH2:41][CH2:40][N:39]([C:42](=[O:46])[CH:43]([CH3:45])[CH3:44])[CH2:38]2)=[CH:31][CH:30]=1, predict the reaction product. The product is: [CH3:20][CH:18]([O:17][C:15]([C:14]1[C:9]([N:6]2[CH2:7][CH2:8][C@@H:4]([N:3]([CH2:1][CH3:2])[CH2:28][C:29]3[CH:34]=[CH:33][C:32]([CH2:35][N:36]([CH2:47][CH3:48])[C@@H:37]4[CH2:41][CH2:40][N:39]([C:42](=[O:46])[CH:43]([CH3:45])[CH3:44])[CH2:38]4)=[CH:31][CH:30]=3)[CH2:5]2)=[N:10][CH:11]=[CH:12][CH:13]=1)=[O:16])[CH3:19].